From a dataset of Catalyst prediction with 721,799 reactions and 888 catalyst types from USPTO. Predict which catalyst facilitates the given reaction. (1) Reactant: C[O:2][C:3]1[CH:8]=[C:7]([C:9]([C:12]2[N:17]3[N:18]=[C:19]([NH:21][C:22]4[CH:27]=[CH:26][C:25]([C:28]([F:31])([F:30])[F:29])=[CH:24][CH:23]=4)[N:20]=[C:16]3[CH:15]=[CH:14][CH:13]=2)(O)[CH3:10])[CH:6]=[CH:5][N:4]=1.C[Mg]Br.[Cl-].[NH4+]. Product: [F:30][C:28]([F:29])([F:31])[C:25]1[CH:26]=[CH:27][C:22]([NH:21][C:19]2[N:20]=[C:16]3[CH:15]=[CH:14][CH:13]=[C:12]([CH:9]([C:7]4[CH:6]=[CH:5][NH:4][C:3](=[O:2])[CH:8]=4)[CH3:10])[N:17]3[N:18]=2)=[CH:23][CH:24]=1. The catalyst class is: 253. (2) Reactant: [Cl:1][C:2]1[C:3]([NH:22][C:23]2[CH:32]=[CH:31][CH:30]=[CH:29][C:24]=2[C:25]([NH:27][CH3:28])=[O:26])=[N:4][C:5]([NH:8][C:9]2[CH:14]=[C:13]([C:15]([F:18])([F:17])[F:16])[CH:12]=[C:11]([N+:19]([O-])=O)[CH:10]=2)=[N:6][CH:7]=1.CCO.[Cl-].[NH4+]. Product: [NH2:19][C:11]1[CH:10]=[C:9]([NH:8][C:5]2[N:4]=[C:3]([NH:22][C:23]3[CH:32]=[CH:31][CH:30]=[CH:29][C:24]=3[C:25]([NH:27][CH3:28])=[O:26])[C:2]([Cl:1])=[CH:7][N:6]=2)[CH:14]=[C:13]([C:15]([F:18])([F:17])[F:16])[CH:12]=1. The catalyst class is: 150. (3) Reactant: Br[CH2:2][CH2:3][O:4][CH3:5].[CH3:6][C:7]1[CH:16]=[CH:15][C:14]2[C:9](=[C:10]([CH3:18])[C:11]([OH:17])=[CH:12][CH:13]=2)[N:8]=1.C(=O)([O-])[O-].[K+].[K+].O. Product: [CH3:5][O:4][CH2:3][CH2:2][O:17][C:11]1[C:10]([CH3:18])=[C:9]2[C:14]([CH:15]=[CH:16][C:7]([CH3:6])=[N:8]2)=[CH:13][CH:12]=1. The catalyst class is: 21. (4) Reactant: ClCCl.C([O-])([O-])=O.[Cs+].[Cs+].[F:10][C:11]1[CH:12]=[C:13](B(O)O)[CH:14]=[CH:15][C:16]=1[O:17][CH3:18].Cl[C:23]1[N:24]=[C:25]([CH3:44])[C:26]2[CH2:31][CH2:30][N:29]([C:32]3[CH:37]=[CH:36][C:35]([CH2:38][C:39]([O:41][CH2:42][CH3:43])=[O:40])=[CH:34][CH:33]=3)[C:27]=2[N:28]=1. Product: [F:10][C:11]1[CH:12]=[C:13]([C:23]2[N:24]=[C:25]([CH3:44])[C:26]3[CH2:31][CH2:30][N:29]([C:32]4[CH:33]=[CH:34][C:35]([CH2:38][C:39]([O:41][CH2:42][CH3:43])=[O:40])=[CH:36][CH:37]=4)[C:27]=3[N:28]=2)[CH:14]=[CH:15][C:16]=1[O:17][CH3:18]. The catalyst class is: 12. (5) Reactant: C(N(CC)CC)C.[C:8](Cl)(=[O:20])[CH2:9][CH2:10][CH2:11][CH2:12][CH2:13][CH2:14][CH2:15][CH2:16][CH2:17][CH2:18][CH3:19].[CH2:22]([O:29][C:30]1[C:31]([CH3:39])=[C:32]([CH3:38])[C:33]([NH2:37])=[N:34][C:35]=1[CH3:36])[C:23]1[CH:28]=[CH:27][CH:26]=[CH:25][CH:24]=1. Product: [CH2:22]([O:29][C:30]1[C:31]([CH3:39])=[C:32]([CH3:38])[C:33]([NH:37][C:8](=[O:20])[CH2:9][CH2:10][CH2:11][CH2:12][CH2:13][CH2:14][CH2:15][CH2:16][CH2:17][CH2:18][CH3:19])=[N:34][C:35]=1[CH3:36])[C:23]1[CH:24]=[CH:25][CH:26]=[CH:27][CH:28]=1. The catalyst class is: 2. (6) Reactant: C(#N)C.[CH2:4]([C:6]1[N:11]=[C:10]([NH:12][C:13]2[CH:18]=[C:17]([CH2:19][O:20][C:21]3[C:30]4[C:25](=[CH:26][CH:27]=[CH:28][CH:29]=4)[C:24]([NH:31]C(=O)OC(C)(C)C)=[CH:23][CH:22]=3)[CH:16]=[CH:15][N:14]=2)[CH:9]=[N:8][CH:7]=1)[CH3:5].S(=O)(=O)(O)O.N. The catalyst class is: 6. Product: [NH2:31][C:24]1[C:25]2[C:30](=[CH:29][CH:28]=[CH:27][CH:26]=2)[C:21]([O:20][CH2:19][C:17]2[CH:16]=[CH:15][N:14]=[C:13]([NH:12][C:10]3[CH:9]=[N:8][CH:7]=[C:6]([CH2:4][CH3:5])[N:11]=3)[CH:18]=2)=[CH:22][CH:23]=1. (7) Reactant: [CH3:1][C:2]1[N:3]=[C:4]([NH:7][C:8]2[C:13]([O:14][C:15]3[CH:20]=[CH:19][CH:18]=[CH:17][CH:16]=3)=[CH:12][C:11]([C:21]3[CH:22]=[N:23][CH:24]=[CH:25][CH:26]=3)=[CH:10][N:9]=2)[S:5][CH:6]=1.[ClH:27]. Product: [ClH:27].[ClH:27].[CH3:1][C:2]1[N:3]=[C:4]([NH:7][C:8]2[C:13]([O:14][C:15]3[CH:16]=[CH:17][CH:18]=[CH:19][CH:20]=3)=[CH:12][C:11]([C:21]3[CH:22]=[N:23][CH:24]=[CH:25][CH:26]=3)=[CH:10][N:9]=2)[S:5][CH:6]=1. The catalyst class is: 158.